Dataset: Catalyst prediction with 721,799 reactions and 888 catalyst types from USPTO. Task: Predict which catalyst facilitates the given reaction. (1) Reactant: [CH3:1][O:2][C:3]1[CH:8]=[C:7]([C:9]#[C:10][Si](C)(C)C)[C:6]([O:15][CH3:16])=[CH:5][C:4]=1[C:17]#[C:18][Si](C)(C)C.C(=O)([O-])[O-].[K+].[K+].CO. Product: [CH3:16][O:15][C:6]1[CH:5]=[C:4]([C:17]#[CH:18])[C:3]([O:2][CH3:1])=[CH:8][C:7]=1[C:9]#[CH:10]. The catalyst class is: 4. (2) Reactant: FC(F)(F)C([NH:5][CH2:6][C@@H:7]1[CH2:12][CH2:11][C@H:10]([NH:13][C:14]2[C:23]3[C:18](=[CH:19][CH:20]=[C:21]([O:24][CH3:25])[CH:22]=3)[N:17]=[C:16]([CH:26]=[CH:27][C:28]3[CH:33]=[CH:32][CH:31]=[CH:30][N:29]=3)[N:15]=2)[CH2:9][CH2:8]1)=O.C(=O)([O-])[O-].[K+].[K+]. Product: [NH2:5][CH2:6][C@@H:7]1[CH2:12][CH2:11][C@H:10]([NH:13][C:14]2[C:23]3[C:18](=[CH:19][CH:20]=[C:21]([O:24][CH3:25])[CH:22]=3)[N:17]=[C:16]([CH:26]=[CH:27][C:28]3[CH:33]=[CH:32][CH:31]=[CH:30][N:29]=3)[N:15]=2)[CH2:9][CH2:8]1. The catalyst class is: 24. (3) Reactant: [CH:1]1[CH:6]=[N:5][CH:4]=[C:3](C=O)[CH:2]=1.Cl.[CH2:10]([NH2:12])[CH3:11].[C:13]1(C)C=CC=CC=1.C(O)C. Product: [CH2:10]([N:12]([C:3]1[CH:4]=[N:5][CH:6]=[CH:1][CH:2]=1)[CH3:13])[CH3:11]. The catalyst class is: 66. (4) Reactant: O[CH:2]([CH2:8][CH2:9][CH2:10][CH3:11])[C:3]([O:5]CC)=[O:4].[CH:12]([C:15]1[CH:20]=[CH:19][C:18]([OH:21])=[CH:17][CH:16]=1)([CH3:14])[CH3:13].[NH2:22][C:23]1[S:24][CH:25]=[CH:26][N:27]=1. Product: [CH:12]([C:15]1[CH:20]=[CH:19][C:18]([O:21][CH:2]([CH2:8][CH2:9][CH2:10][CH3:11])[C:3]([OH:5])=[O:4])=[CH:17][CH:16]=1)([CH3:14])[CH3:13].[CH:12]([C:15]1[CH:20]=[CH:19][C:18]([O:21][CH:2]([CH2:8][CH2:9][CH2:10][CH3:11])[C:3]([NH:22][C:23]2[S:24][CH:25]=[CH:26][N:27]=2)=[O:5])=[CH:17][CH:16]=1)([CH3:14])[CH3:13]. The catalyst class is: 1. (5) Reactant: [N:1]([C@@H:4]1[CH2:9][O:8][C@H:7]([CH:10]([C:17]2[CH:22]=[CH:21][CH:20]=[CH:19][CH:18]=2)[C:11]2[CH:16]=[CH:15][CH:14]=[CH:13][CH:12]=2)[CH2:6][C@H:5]1[OH:23])=[N+]=[N-]. Product: [NH2:1][C@@H:4]1[CH2:9][O:8][C@H:7]([CH:10]([C:11]2[CH:16]=[CH:15][CH:14]=[CH:13][CH:12]=2)[C:17]2[CH:22]=[CH:21][CH:20]=[CH:19][CH:18]=2)[CH2:6][C@H:5]1[OH:23]. The catalyst class is: 19. (6) Reactant: C(N([P:6](N(CC)CC)[C:7]1[N:12]=[C:11]([NH:13][C:14](=[O:19])[C:15]([CH3:18])([CH3:17])[CH3:16])[CH:10]=[CH:9][CH:8]=1)CC)C.[CH:25]1[CH:30]=[C:29]2[CH:31]=[CH:32][C:33]([OH:46])=[C:34]([C:35]3[C:44]4[C:39](=[CH:40][CH:41]=[CH:42][CH:43]=4)[CH:38]=[CH:37][C:36]=3[OH:45])[C:28]2=[CH:27][CH:26]=1. Product: [CH:38]1[C:39]2[CH:40]=[CH:41][CH:42]=[CH:43][C:44]=2[C:35]2[C:34]3[C:33]([O:46][P:6]([C:7]4[N:12]=[C:11]([NH:13][C:14](=[O:19])[C:15]([CH3:16])([CH3:17])[CH3:18])[CH:10]=[CH:9][CH:8]=4)[O:45][C:36]=2[CH:37]=1)=[CH:32][CH:31]=[C:29]1[C:28]=3[CH:27]=[CH:26][CH:25]=[CH:30]1. The catalyst class is: 11. (7) Reactant: [CH3:1][C:2]1[N:3]=[CH:4][C:5]([NH:8][C@H:9]2[C@@H:14]3[CH2:15][C@@H:11]([CH2:12][N:13]3C(OC(C)(C)C)=O)[CH2:10]2)=[N:6][CH:7]=1.Cl. Product: [CH3:1][C:2]1[N:3]=[CH:4][C:5]([NH:8][C@H:9]2[C@@H:14]3[CH2:15][C@@H:11]([CH2:12][NH:13]3)[CH2:10]2)=[N:6][CH:7]=1. The catalyst class is: 817. (8) Reactant: [F:1][C:2]([F:14])([F:13])[C:3]1[CH:4]=[C:5]([CH2:9][C:10]([OH:12])=O)[CH:6]=[CH:7][CH:8]=1.C1C=CC2N(O)N=NC=2C=1.CCN=C=NCCCN(C)C.[NH2:36][C:37]1[CH:42]=[CH:41][C:40]([C:43]2[CH:44]=[N:45][C:46]([NH2:49])=[N:47][CH:48]=2)=[CH:39][CH:38]=1. Product: [NH2:49][C:46]1[N:45]=[CH:44][C:43]([C:40]2[CH:39]=[CH:38][C:37]([NH:36][C:10](=[O:12])[CH2:9][C:5]3[CH:6]=[CH:7][CH:8]=[C:3]([C:2]([F:1])([F:14])[F:13])[CH:4]=3)=[CH:42][CH:41]=2)=[CH:48][N:47]=1. The catalyst class is: 3.